Dataset: Peptide-MHC class I binding affinity with 185,985 pairs from IEDB/IMGT. Task: Regression. Given a peptide amino acid sequence and an MHC pseudo amino acid sequence, predict their binding affinity value. This is MHC class I binding data. (1) The peptide sequence is AISRLRTQK. The MHC is HLA-A24:02 with pseudo-sequence HLA-A24:02. The binding affinity (normalized) is 0.0847. (2) The peptide sequence is TTLSLDYAW. The MHC is HLA-A32:01 with pseudo-sequence HLA-A32:01. The binding affinity (normalized) is 0.562.